The task is: Binary Classification. Given a miRNA mature sequence and a target amino acid sequence, predict their likelihood of interaction.. This data is from Experimentally validated miRNA-target interactions with 360,000+ pairs, plus equal number of negative samples. (1) The miRNA is hsa-miR-548i with sequence AAAAGUAAUUGCGGAUUUUGCC. The protein sequence of the target gene is MKEEKEHRPKEKRVTLLTPAGATGSGGGTSGDSSKGEDKQDRNKEKKEALSKVVIRRLPPTLTKEQLQEHLQPMPEHDYFEFFSNDTSLYPHMYARAYINFKNQEDIILFRDRFDGYVFLDNKGQEYPAIVEFAPFQKAAKKKTKKRDTKVGTIDDDPEYRKFLESYATDNEKMTSTPETLLEEIEAKNRELIAKKTTPLLSFLKNKQRMREEKREERRRREIERKRQREEERRKWKEEEKRKRKDIEKLKKIDRIPERDKLKDEPKIKVHRFLLQAVNQKNLLKKPEKGDEKELDKREK.... Result: 0 (no interaction). (2) The miRNA is hsa-miR-1288-5p with sequence GCAGAUCAGGACUGUAACUCACC. Result: 0 (no interaction). The protein sequence of the target gene is MPIQPFDQREWNEPMHSLRISVGGLPVLASMTKATDPRFRPRWRVILTSFVGAALLWLLYSHHQGPVPGRPPTHNAHNWRLSQQRISHYNDTYPLSPPQRTPGGIRYRIAVIADLDTGSRAQEENTWFSYLKKGYLTLSDSGDRVSVEWDKDHGVLESHLAEKGRGMELSDLIVFNGKLYSVDDRTGVIYQIEGTKAVPWVILSDGDGTVEKGFKAEWLAVKDEHLYVGGLGKEWTTTTGEVMNENPEWVKVVGHRGSVDHENWVSSYNALRAAAGIRPPGYLIHESACWSDTLQRWFFL.... (3) The miRNA is mmu-miR-377-3p with sequence AUCACACAAAGGCAACUUUUGU. The protein sequence of the target gene is MEALGKLKQFDAYPKTLEDFRVKTCGGATVTIVSGLLMLLLFLSELQYYLTTEVHPELYVDKSRGDKLKINIDVLFPHMPCAYLSIDAMDVAGEQQLDVEHNLFKQRLDKDGIPVSSEAERHELGKVEVTVFDPDSLDPDRCESCYGAEAEDIKCCNTCEDVREAYRRRGWAFKNPDTIEQCRREGFSQKMQEQKNEGCQVYGFLEVNKVAGNFHFAPGKSFQQSHVHVHDLQSFGLDNINMTHYIQHLSFGEDYPGIVNPLDHTNVTAPQASMMFQYFVKVVPTVYMKVDGEVLRTNQF.... Result: 0 (no interaction). (4) The miRNA is hsa-miR-6767-3p with sequence CCACGUGCUUCUCUUUCCGCAG. The protein sequence of the target gene is MEPHLLGLLLGLLLSGTRVLAGYPIWWSLALGQQYTSLASQPLLCGSIPGLVPKQLRFCRNYIEIMPSVAEGVKLGIQECQHQFRGRRWNCTTIDDSLAIFGPVLDKATRESAFVHAIASAGVAFAVTRSCAEGTSTICGCDSHHKGPPGEGWKWGGCSEDADFGVLVSREFADARENRPDARSAMNKHNNEAGRTTILDHMHLKCKCHGLSGSCEVKTCWWAQPDFRAIGDFLKDKYDSASEMVVEKHRESRGWVETLRAKYALFKPPTERDLVYYENSPNFCEPNPETGSFGTRDRTC.... Result: 0 (no interaction). (5) The miRNA is hsa-miR-302c-5p with sequence UUUAACAUGGGGGUACCUGCUG. The protein sequence of the target gene is METMKSKANCAQNPNCNIMIFHPTKEEFNDFDKYIAYMESQGAHRAGLAKIIPPKEWKARETYDNISEILIATPLQQVASGRAGVFTQYHKKKKAMTVGEYRHLANSKKYQTPPHQNFEDLERKYWKNRIYNSPIYGADISGSLFDENTKQWNLGHLGTIQDLLEKECGVVIEGVNTPYLYFGMWKTTFAWHTEDMDLYSINYLHLGEPKTWYVVPPEHGQRLERLARELFPGSSRGCGAFLRHKVALISPTVLKENGIPFNRITQEAGEFMVTFPYGYHAGFNHGFNCAEAINFATPRW.... Result: 0 (no interaction). (6) The miRNA is mmu-miR-337-5p with sequence CGGCGUCAUGCAGGAGUUGAUU. The protein sequence of the target gene is MHRTTRIKITELNPHLMCVLCGGYFIDATTIIECLHSFCKTCIVRYLETSKYCPICDVQVHKTRPLLNIRSDKTLQDIVYKLVPGLFKNEMKRRRDFYAAHPSADAANGSNEDRGEVADEEKRIITDDEIISLSIEFFDQSRLDRKVNKEKPKEEVNDKRYLRCPAAMTVMHLRKFLRSKMDIPNTFQIDVMYEEEPLKDYYTLMDIAYIYTWRRNGPLPLKYRVRPTCKRMKMSHQRDGLTNAGELESDSGSDKANSPAGGVPSTSSCLPSPSTPVQSPHPQFPHISSTMNGTSNSPSA.... Result: 0 (no interaction). (7) The miRNA is hsa-miR-6839-3p with sequence UUGGGUUUUCUCUUCAAUCCAG. The protein sequence of the target gene is MALQLSREQGITLRGSAEIVAEFFSFGINSILYQRGIYPSETFTRVQKYGLTLLVTTDLELIKYLNNVVEQLKDWLYKCSVQKLVVVISNIESGEVLERWQFDIECDKTAKDDSAPREKSQKAIQDEIRSVIRQITATVTFLPLLEVSCSFDLLIYTDKDLVVPEKWEESGPQFITNSEEVRLRSFTTTIHKVNSMVAYKIPVND. Result: 0 (no interaction). (8) The miRNA is ssc-miR-221-3p with sequence AGCUACAUUGUCUGCUGGGUUU. The protein sequence of the target gene is MPVMPIPRRVRSFHGPHTTCLHAACGPVRASHLARTKYNNFDVYIKTRWLYGFIRFLLYFSCSLFTAALWGALAALFCLQYLGVRVLLRFQRKLSVLLLLLGRRRVDFRLVNELLVYGIHVTMLLVGGLGWCFMVFVDM. Result: 0 (no interaction). (9) The miRNA is hsa-miR-3137 with sequence UCUGUAGCCUGGGAGCAAUGGGGU. The protein sequence of the target gene is MQLLGLLGLLWMLKASPWATGTLSTATSISQVPFPRAEAASAVLSNSPHSRDLAGWPLGVPQLASPAPGHRENAPMTLTTSPHDTLISETLLNSPVSSNTSTTPTSKFAFKVETTPPTVLVYSATTECVYPTSFIITISHPTSICVTTTQVAFTSSYTSTPVTQKPVTTVTSTYSMTTTEKGTSAMTSSPSTTTARETPIVTVTPSSVSATDTTFHTTISSTTRTTERTPLPTGSIHTTTSPTPVFTTLKTAVTSTSPITSSITSTNTVTSMTTTASQPTATNTLSSPTRTILSSTPVLS.... Result: 0 (no interaction). (10) The miRNA is mmu-miR-3473c with sequence UCUCUCCAGCCCCCAUAAUAAG. The protein sequence of the target gene is MTTETGPDSEVKKAQEETPQQPEAAAAVTTPVTPAGHSHPETNSNEKHLTQQDTRPAEQSLDMDDKDYSEADGLSERTTPSKAQKSPQKIAKKFKSAICRVTLLDASEYECEVEKHGRGQVLFDLVCEHLNLLEKDYFGLTFCDADSQKNWLDPSKEIKKQIRSSPWNFAFTVKFYPPDPAQLTEDITRYYLCLQLRADIITGRLPCSFVTHALLGSYAVQAELGDYDAEEHVGNYVSELRFAPNQTRELEERIMELHKTYRGMTPGEAEIHFLENAKKLSMYGVDLHHAKDSEGIDIML.... Result: 1 (interaction).